From a dataset of Catalyst prediction with 721,799 reactions and 888 catalyst types from USPTO. Predict which catalyst facilitates the given reaction. (1) Reactant: [OH:1][C:2]1[CH:7]=[CH:6][C:5]([CH2:8][CH2:9]O)=[CH:4][CH:3]=1.[OH-].[K+].[CH2:13](Br)[C:14]1[CH:19]=[CH:18][CH:17]=[CH:16][CH:15]=1.C1C[O:24][CH2:23][CH2:22]1. Product: [CH2:13]([O:1][C:2]1[CH:3]=[CH:4][C:5]([CH2:8][CH2:9][CH2:22][CH2:23][OH:24])=[CH:6][CH:7]=1)[C:14]1[CH:19]=[CH:18][CH:17]=[CH:16][CH:15]=1. The catalyst class is: 689. (2) Reactant: Br[C:2]1[C:3]([N:22]([CH2:24][CH2:25][OH:26])[CH3:23])=[N:4][CH:5]=[C:6]([CH:21]=1)[C:7]([NH:9][C:10]1[CH:15]=[CH:14][C:13]([O:16][C:17]([F:20])([F:19])[F:18])=[CH:12][CH:11]=1)=[O:8].[N:27]1[CH:32]=[CH:31][CH:30]=[C:29](B(O)O)[CH:28]=1.C([O-])([O-])=O.[Na+].[Na+]. Product: [OH:26][CH2:25][CH2:24][N:22]([CH3:23])[C:3]1[C:2]([C:29]2[CH:28]=[N:27][CH:32]=[CH:31][CH:30]=2)=[CH:21][C:6]([C:7]([NH:9][C:10]2[CH:15]=[CH:14][C:13]([O:16][C:17]([F:20])([F:19])[F:18])=[CH:12][CH:11]=2)=[O:8])=[CH:5][N:4]=1. The catalyst class is: 57. (3) Reactant: [CH3:1][C:2]1[CH:7]=[CH:6][C:5]([C:8]2[C:9]([CH:14]=O)=[CH:10][CH:11]=[CH:12][CH:13]=2)=[CH:4][CH:3]=1.Cl.O[NH2:18].C(OC(=O)C)(=O)C. Product: [C:14]([C:9]1[CH:10]=[CH:11][CH:12]=[CH:13][C:8]=1[C:5]1[CH:6]=[CH:7][C:2]([CH3:1])=[CH:3][CH:4]=1)#[N:18]. The catalyst class is: 17. (4) Reactant: [Br:1][C:2]1[CH:7]=[CH:6][C:5]([C@@H:8]([NH:10][C:11]([C:13]2[CH:14]=[C:15]3[C:19](=[CH:20][CH:21]=2)[N:18]([CH2:22][C:23]2[CH:28]=[CH:27][C:26]([C:29]4([C:32]([O:34]C)=[O:33])[CH2:31][CH2:30]4)=[CH:25][CH:24]=2)[N:17]=[C:16]3[CH3:36])=[O:12])[CH3:9])=[CH:4][CH:3]=1.CO.O.[OH-].[Li+]. Product: [Br:1][C:2]1[CH:7]=[CH:6][C:5]([C@@H:8]([NH:10][C:11]([C:13]2[CH:14]=[C:15]3[C:19](=[CH:20][CH:21]=2)[N:18]([CH2:22][C:23]2[CH:24]=[CH:25][C:26]([C:29]4([C:32]([OH:34])=[O:33])[CH2:31][CH2:30]4)=[CH:27][CH:28]=2)[N:17]=[C:16]3[CH3:36])=[O:12])[CH3:9])=[CH:4][CH:3]=1. The catalyst class is: 12. (5) Reactant: Cl.N[C@H:3]([C:11]([OH:13])=[O:12])[CH2:4][C:5]1[CH:10]=[CH:9][CH:8]=[CH:7][CH:6]=1.S(=O)(=O)(O)[OH:15].N([O-])=O.[Na+].O. Product: [OH:15][C@@H:3]([CH2:4][C:5]1[CH:10]=[CH:9][CH:8]=[CH:7][CH:6]=1)[C:11]([OH:13])=[O:12]. The catalyst class is: 27.